Dataset: Full USPTO retrosynthesis dataset with 1.9M reactions from patents (1976-2016). Task: Predict the reactants needed to synthesize the given product. (1) Given the product [CH3:12][O:11][C:3]1[CH:4]=[C:5]([N+:8]([O-:10])=[O:9])[CH:6]=[CH:7][C:2]=1[O:19][C:18]1[CH:13]=[CH:14][C:15]([CH3:20])=[CH:16][CH:17]=1, predict the reactants needed to synthesize it. The reactants are: Cl[C:2]1[CH:7]=[CH:6][C:5]([N+:8]([O-:10])=[O:9])=[CH:4][C:3]=1[O:11][CH3:12].[CH:13]1[C:18]([OH:19])=[CH:17][CH:16]=[C:15]([CH3:20])[CH:14]=1.C([O-])([O-])=O.[K+].[K+]. (2) Given the product [CH3:14][N:11]1[C:12](=[O:13])[CH:6]([NH:5][C:3]([C@@H:2]([O:1][C:42](=[O:26])[NH:39][CH2:37][CH3:38])[CH3:23])=[O:4])[C:7]2[CH:22]=[CH:21][CH:20]=[CH:19][C:8]=2[C:9]2[CH:18]=[CH:17][CH:16]=[CH:15][C:10]1=2, predict the reactants needed to synthesize it. The reactants are: [OH:1][C@@H:2]([CH3:23])[C:3]([NH:5][CH:6]1[C:12](=[O:13])[N:11]([CH3:14])[C:10]2[CH:15]=[CH:16][CH:17]=[CH:18][C:9]=2[C:8]2[CH:19]=[CH:20][CH:21]=[CH:22][C:7]1=2)=[O:4].ClC(OC1C=CC([N+]([O-])=O)=CC=1)=[O:26].[CH2:37]([N:39]([CH2:42]C)CC)[CH3:38].Cl.C(N)C. (3) Given the product [CH3:19][C:20]([S@:23]([NH:25][CH:16]([C:4]1[CH:5]=[N:6][C:7]([O:8][CH2:9][C:10]([F:15])([F:14])[CH:11]([F:13])[F:12])=[C:2]([CH3:1])[CH:3]=1)[CH3:17])=[O:24])([CH3:22])[CH3:21], predict the reactants needed to synthesize it. The reactants are: [CH3:1][C:2]1[CH:3]=[C:4]([C:16](=O)[CH3:17])[CH:5]=[N:6][C:7]=1[O:8][CH2:9][C:10]([F:15])([F:14])[CH:11]([F:13])[F:12].[CH3:19][C:20]([S@:23]([NH2:25])=[O:24])([CH3:22])[CH3:21]. (4) Given the product [OH:6][C@@H:5]([CH2:4][OH:3])[CH2:7][N:8]1[CH:12]=[CH:11][C:10]([NH:13][C:14](=[O:40])[CH:15]([N:26]2[CH2:30][C:29]([O:31][C:32]3[CH:37]=[CH:36][CH:35]=[CH:34][C:33]=3[Cl:38])=[CH:28][C:27]2=[O:39])[CH2:16][CH:17]([C:22]([F:23])([F:25])[F:24])[C:18]([F:20])([F:19])[F:21])=[N:9]1, predict the reactants needed to synthesize it. The reactants are: CC1(C)[O:6][C@H:5]([CH2:7][N:8]2[CH:12]=[CH:11][C:10]([NH:13][C:14](=[O:40])[CH:15]([N:26]3[CH2:30][C:29]([O:31][C:32]4[CH:37]=[CH:36][CH:35]=[CH:34][C:33]=4[Cl:38])=[CH:28][C:27]3=[O:39])[CH2:16][CH:17]([C:22]([F:25])([F:24])[F:23])[C:18]([F:21])([F:20])[F:19])=[N:9]2)[CH2:4][O:3]1.O.C1(C)C=CC(S(O)(=O)=O)=CC=1.